Regression. Given two drug SMILES strings and cell line genomic features, predict the synergy score measuring deviation from expected non-interaction effect. From a dataset of NCI-60 drug combinations with 297,098 pairs across 59 cell lines. (1) Drug 1: CCC1=CC2CC(C3=C(CN(C2)C1)C4=CC=CC=C4N3)(C5=C(C=C6C(=C5)C78CCN9C7C(C=CC9)(C(C(C8N6C)(C(=O)OC)O)OC(=O)C)CC)OC)C(=O)OC.C(C(C(=O)O)O)(C(=O)O)O. Drug 2: C1=CC=C(C=C1)NC(=O)CCCCCCC(=O)NO. Cell line: A549. Synergy scores: CSS=38.4, Synergy_ZIP=1.25, Synergy_Bliss=1.05, Synergy_Loewe=-3.70, Synergy_HSA=2.03. (2) Drug 1: CC12CCC3C(C1CCC2=O)CC(=C)C4=CC(=O)C=CC34C. Drug 2: COC1=CC(=CC(=C1O)OC)C2C3C(COC3=O)C(C4=CC5=C(C=C24)OCO5)OC6C(C(C7C(O6)COC(O7)C8=CC=CS8)O)O. Cell line: OVCAR-4. Synergy scores: CSS=61.1, Synergy_ZIP=1.83, Synergy_Bliss=2.68, Synergy_Loewe=3.16, Synergy_HSA=3.17. (3) Drug 1: CC1=C(C=C(C=C1)NC(=O)C2=CC=C(C=C2)CN3CCN(CC3)C)NC4=NC=CC(=N4)C5=CN=CC=C5. Drug 2: C1CN(CCN1C(=O)CCBr)C(=O)CCBr. Cell line: DU-145. Synergy scores: CSS=23.6, Synergy_ZIP=10.3, Synergy_Bliss=11.6, Synergy_Loewe=-2.28, Synergy_HSA=8.37. (4) Drug 1: CCCS(=O)(=O)NC1=C(C(=C(C=C1)F)C(=O)C2=CNC3=C2C=C(C=N3)C4=CC=C(C=C4)Cl)F. Drug 2: C1=CC(=CC=C1C#N)C(C2=CC=C(C=C2)C#N)N3C=NC=N3. Cell line: COLO 205. Synergy scores: CSS=27.7, Synergy_ZIP=-1.42, Synergy_Bliss=1.17, Synergy_Loewe=-20.7, Synergy_HSA=-0.689. (5) Drug 1: CC1=C(C(CCC1)(C)C)C=CC(=CC=CC(=CC(=O)O)C)C. Drug 2: C1CN1C2=NC(=NC(=N2)N3CC3)N4CC4. Cell line: NCI/ADR-RES. Synergy scores: CSS=22.5, Synergy_ZIP=0.874, Synergy_Bliss=-0.109, Synergy_Loewe=-15.7, Synergy_HSA=-3.68. (6) Drug 1: CC1=C(C=C(C=C1)NC(=O)C2=CC=C(C=C2)CN3CCN(CC3)C)NC4=NC=CC(=N4)C5=CN=CC=C5. Drug 2: CC(C)(C#N)C1=CC(=CC(=C1)CN2C=NC=N2)C(C)(C)C#N. Cell line: UACC-257. Synergy scores: CSS=-0.281, Synergy_ZIP=0.213, Synergy_Bliss=-0.345, Synergy_Loewe=-2.80, Synergy_HSA=-2.27. (7) Drug 1: CN(C)N=NC1=C(NC=N1)C(=O)N. Drug 2: C(CN)CNCCSP(=O)(O)O. Cell line: U251. Synergy scores: CSS=12.1, Synergy_ZIP=-4.11, Synergy_Bliss=-1.90, Synergy_Loewe=-8.31, Synergy_HSA=-1.60. (8) Cell line: IGROV1. Drug 2: C1CC(C1)(C(=O)O)C(=O)O.[NH2-].[NH2-].[Pt+2]. Synergy scores: CSS=30.5, Synergy_ZIP=-9.21, Synergy_Bliss=-4.31, Synergy_Loewe=-5.37, Synergy_HSA=-1.27. Drug 1: C1=NC2=C(N=C(N=C2N1C3C(C(C(O3)CO)O)O)F)N. (9) Drug 1: C1CC(=O)NC(=O)C1N2CC3=C(C2=O)C=CC=C3N. Drug 2: C1=CC(=CC=C1CCC2=CNC3=C2C(=O)NC(=N3)N)C(=O)NC(CCC(=O)O)C(=O)O. Cell line: HCC-2998. Synergy scores: CSS=21.8, Synergy_ZIP=-4.30, Synergy_Bliss=-9.58, Synergy_Loewe=-21.6, Synergy_HSA=-9.82. (10) Drug 2: CC1CCC2CC(C(=CC=CC=CC(CC(C(=O)C(C(C(=CC(C(=O)CC(OC(=O)C3CCCCN3C(=O)C(=O)C1(O2)O)C(C)CC4CCC(C(C4)OC)OCCO)C)C)O)OC)C)C)C)OC. Synergy scores: CSS=11.8, Synergy_ZIP=-4.46, Synergy_Bliss=-3.12, Synergy_Loewe=-9.94, Synergy_HSA=-1.66. Drug 1: CNC(=O)C1=CC=CC=C1SC2=CC3=C(C=C2)C(=NN3)C=CC4=CC=CC=N4. Cell line: NCI-H522.